This data is from Forward reaction prediction with 1.9M reactions from USPTO patents (1976-2016). The task is: Predict the product of the given reaction. Given the reactants N[C@@H]1CCN(C2N=C3C(N=CN3[C@@H]3C[C@H](N4N=NC(CC)=N4)[C@@H](O)[C@H]3O)=C(NCC(C3C=CC=CC=3)C3C=CC=CC=3)N=2)C1.Cl.[C:46]1([CH:52]([C:93]2[CH:98]=[CH:97][CH:96]=[CH:95][CH:94]=2)[CH2:53][NH:54][C:55]2[N:63]=[C:62]([N:64]3[CH2:68][CH2:67][C@@H:66]([NH:69][C:70]([NH:72][C:73]4[CH:74]=[N:75][CH:76]=[CH:77][CH:78]=4)=[O:71])[CH2:65]3)[N:61]=[C:60]3[C:56]=2[N:57]=[CH:58][N:59]3[C@@H:79]2[CH2:83][C@H:82]([N:84]3[N:88]=[N:87][C:86]([CH2:89][CH3:90])=[N:85]3)[C@@H:81]([OH:91])[C@H:80]2[OH:92])[CH:51]=[CH:50][CH:49]=[CH:48][CH:47]=1, predict the reaction product. The product is: [C:93]1([CH:52]([C:46]2[CH:47]=[CH:48][CH:49]=[CH:50][CH:51]=2)[CH2:53][NH:54][C:55]2[N:63]=[C:62]([N:64]3[CH2:68][CH2:67][C@@H:66]([NH:69][C:70]([NH:72][C:73]4[CH:74]=[N:75][CH:76]=[CH:77][CH:78]=4)=[O:71])[CH2:65]3)[N:61]=[C:60]3[C:56]=2[N:57]=[CH:58][N:59]3[C@@H:79]2[CH2:83][C@H:82]([N:84]3[N:88]=[N:87][C:86]([CH2:89][CH3:90])=[N:85]3)[C@@H:81]([OH:91])[C@H:80]2[OH:92])[CH:98]=[CH:97][CH:96]=[CH:95][CH:94]=1.